This data is from Catalyst prediction with 721,799 reactions and 888 catalyst types from USPTO. The task is: Predict which catalyst facilitates the given reaction. (1) Reactant: [N+:1]([C:4]1[CH:9]=[CH:8][CH:7]=[CH:6][CH:5]=1)([O-:3])=[O:2].Cl[CH2:11][S:12]([C:15]1[CH:20]=[CH:19][CH:18]=[CH:17][CH:16]=1)(=[O:14])=[O:13].CC([O-])(C)C.[K+].C1COCC1.C(O)(=O)C. Product: [C:15]1([S:12]([CH2:11][C:5]2[CH:6]=[CH:7][CH:8]=[CH:9][C:4]=2[N+:1]([O-:3])=[O:2])(=[O:14])=[O:13])[CH:20]=[CH:19][CH:18]=[CH:17][CH:16]=1. The catalyst class is: 20. (2) Product: [F:13][C:14]1[CH:15]=[CH:16][C:17]([N:20]2[C:24]3[CH2:25][C@H:26]4[C@:31]([C:33]([C:2]5[CH:7]=[CH:6][CH:5]=[CH:4][N:3]=5)=[O:34])([CH2:32][C:23]=3[CH:22]=[N:21]2)[CH2:30][N:29]([S:37]([C:40]2[CH:45]=[CH:44][C:43]([C:46]([F:47])([F:48])[F:49])=[CH:42][CH:41]=2)(=[O:38])=[O:39])[CH2:28][CH2:27]4)=[CH:18][CH:19]=1. Reactant: Br[C:2]1[CH:7]=[CH:6][CH:5]=[CH:4][N:3]=1.C([Li])CCC.[F:13][C:14]1[CH:19]=[CH:18][C:17]([N:20]2[C:24]3[CH2:25][C@H:26]4[C@:31]([C:33](OC)=[O:34])([CH2:32][C:23]=3[CH:22]=[N:21]2)[CH2:30][N:29]([S:37]([C:40]2[CH:45]=[CH:44][C:43]([C:46]([F:49])([F:48])[F:47])=[CH:42][CH:41]=2)(=[O:39])=[O:38])[CH2:28][CH2:27]4)=[CH:16][CH:15]=1. The catalyst class is: 7. (3) Reactant: [Zn:1]([CH3:3])[CH3:2].B(C1[C:14]([F:15])=[C:12]([F:13])[C:10]([F:11])=[C:8]([F:9])[C:6]=1[F:7])(C1[C:14]([F:15])=[C:12]([F:13])[C:10]([F:11])=[C:8]([F:9])[C:6]=1[F:7])C1[C:14]([F:15])=[C:12]([F:13])[C:10]([F:11])=[C:8]([F:9])[C:6]=1[F:7]. Product: [Zn:1]([C:3]1[C:14]([F:15])=[C:12]([F:13])[C:10]([F:11])=[C:8]([F:9])[C:6]=1[F:7])[C:2]1[C:14]([F:15])=[C:12]([F:13])[C:10]([F:11])=[C:8]([F:9])[C:6]=1[F:7]. The catalyst class is: 11. (4) Reactant: C(OC([N:8]1[CH2:14][CH2:13][CH2:12][N:11]([CH:15]([CH3:17])[CH3:16])[CH2:10][CH2:9]1)=O)(C)(C)C.[ClH:18]. Product: [ClH:18].[CH:15]([N:11]1[CH2:12][CH2:13][CH2:14][NH:8][CH2:9][CH2:10]1)([CH3:17])[CH3:16]. The catalyst class is: 12.